From a dataset of CYP1A2 inhibition data for predicting drug metabolism from PubChem BioAssay. Regression/Classification. Given a drug SMILES string, predict its absorption, distribution, metabolism, or excretion properties. Task type varies by dataset: regression for continuous measurements (e.g., permeability, clearance, half-life) or binary classification for categorical outcomes (e.g., BBB penetration, CYP inhibition). Dataset: cyp1a2_veith. (1) The compound is CCc1ccc(N(C(=O)c2snc(C(N)=O)c2N)C(C(=O)NCCC(C)C)c2c[nH]c3ccccc23)cc1. The result is 0 (non-inhibitor). (2) The compound is COc1ccccc1-c1cncnc1Nc1ccc(F)cc1. The result is 1 (inhibitor). (3) The drug is CC(Sc1nnc(C(C)N(C)C)n1-c1ccc(Cl)cc1)C(=O)Nc1ccc2c(c1)OCO2. The result is 1 (inhibitor). (4) The molecule is CC(C)C(=O)Nc1sc2c(c1-c1nc3ccccc3[nH]1)CCCC2. The result is 1 (inhibitor). (5) The drug is CC(C)CO/N=C1\[C@@H]2CCn3c(=O)n(C)c(=O)n3[C@H]2[C@H](O)[C@H]2O[C@H]12. The result is 0 (non-inhibitor). (6) The molecule is CCOc1cc(CN2CCN(c3ccc(C(C)=O)cc3)CC2)ccc1OC. The result is 0 (non-inhibitor).